The task is: Predict the reaction yield, written as a fraction of the theoretical maximum amount of product (1.0 means a 100% yield; for example, 0.34 means a 34% yield).. This data is from Reaction yield outcomes from USPTO patents with 853,638 reactions. (1) The yield is 0.620. The reactants are [NH2:1][C:2]1[NH:3][C:4](=S)[C:5]2[S:10][C:9](=[S:11])[N:8]([C@@H:12]3[O:24][C@H:23]([CH2:25][O:26]C(=O)C)[C@H:18]([O:19]C(=O)C)[C@H:13]3[O:14]C(=O)C)[C:6]=2[N:7]=1.C([O-])([O-])=O.[K+].[K+].CC(O)=O. The product is [NH2:1][C:2]1[N:3]=[CH:4][C:5]2[S:10][C:9](=[S:11])[N:8]([C@@H:12]3[O:24][C@H:23]([CH2:25][OH:26])[C@H:18]([OH:19])[C@H:13]3[OH:14])[C:6]=2[N:7]=1. The catalyst is CO. (2) The reactants are CC(C)([O-])C.[K+].C[O:8][C:9](=[O:44])[C:10]1[CH:15]=[CH:14][C:13]([CH2:16][CH2:17][S:18]([N:21]2[CH2:42][CH2:41][C:24]3([N:28]=[C:27]([CH:29]4[CH2:34][CH2:33][CH:32]([CH2:35][CH:36]=[C:37]([F:39])[F:38])[CH2:31][CH2:30]4)[NH:26][C:25]3=[O:40])[CH2:23][CH2:22]2)(=[O:20])=[O:19])=[C:12]([CH3:43])[CH:11]=1.Cl. The catalyst is C(O)(C)(C)C.O1CCCC1.COC(C)(C)C. The product is [F:39][C:37]([F:38])=[CH:36][CH2:35][CH:32]1[CH2:33][CH2:34][CH:29]([C:27]2[NH:26][C:25](=[O:40])[C:24]3([CH2:41][CH2:42][N:21]([S:18]([CH2:17][CH2:16][C:13]4[CH:14]=[CH:15][C:10]([C:9]([OH:44])=[O:8])=[CH:11][C:12]=4[CH3:43])(=[O:20])=[O:19])[CH2:22][CH2:23]3)[N:28]=2)[CH2:30][CH2:31]1. The yield is 0.910.